This data is from Peptide-MHC class II binding affinity with 134,281 pairs from IEDB. The task is: Regression. Given a peptide amino acid sequence and an MHC pseudo amino acid sequence, predict their binding affinity value. This is MHC class II binding data. The peptide sequence is KEDFLRCLVKEIPPR. The MHC is HLA-DQA10301-DQB10302 with pseudo-sequence HLA-DQA10301-DQB10302. The binding affinity (normalized) is 0.213.